This data is from Reaction yield outcomes from USPTO patents with 853,638 reactions. The task is: Predict the reaction yield, written as a fraction of the theoretical maximum amount of product (1.0 means a 100% yield; for example, 0.34 means a 34% yield). (1) The reactants are [CH2:1]([O:4][C:5]1[CH:12]=[C:11]([N+:13]([O-])=O)[CH:10]=[CH:9][C:6]=1[C:7]#[N:8])[CH:2]=[CH2:3].CO.[Cl-].[NH4+]. The catalyst is [Fe].O. The product is [CH2:1]([O:4][C:5]1[CH:12]=[C:11]([NH2:13])[CH:10]=[CH:9][C:6]=1[C:7]#[N:8])[CH:2]=[CH2:3]. The yield is 0.940. (2) The yield is 0.930. The reactants are [N+:1]([C:4]1[CH:5]=[CH:6][C:7]2[C:11]3[CH:12]=[CH:13][CH:14]=[CH:15][C:10]=3[S:9](=[O:17])(=[O:16])[C:8]=2[CH:18]=1)([O-])=O.C(O)CC.Cl.[Sn]. The product is [NH2:1][C:4]1[CH:5]=[CH:6][C:7]2[C:11]3[CH:12]=[CH:13][CH:14]=[CH:15][C:10]=3[S:9](=[O:17])(=[O:16])[C:8]=2[CH:18]=1. The catalyst is O. (3) The reactants are Cl.[Br:2][C:3]1[C:8]([CH2:9][NH2:10])=[CH:7][CH:6]=[CH:5][N:4]=1.[Cl:11][C:12]1[C:17]([Cl:18])=[CH:16][CH:15]=[CH:14][C:13]=1[N:19]=[C:20]=[S:21]. No catalyst specified. The product is [Br:2][C:3]1[C:8]([CH2:9][NH:10][C:20]([NH:19][C:13]2[CH:14]=[CH:15][CH:16]=[C:17]([Cl:18])[C:12]=2[Cl:11])=[S:21])=[CH:7][CH:6]=[CH:5][N:4]=1. The yield is 0.550.